This data is from Catalyst prediction with 721,799 reactions and 888 catalyst types from USPTO. The task is: Predict which catalyst facilitates the given reaction. Reactant: [CH3:1][CH:2]1[C:7]2=[N:8][C:9]([C:18]3[CH:23]=[CH:22][CH:21]=[CH:20][CH:19]=3)=[C:10]([C:12]3[CH:17]=[CH:16][CH:15]=[CH:14][CH:13]=3)[N:11]=[C:6]2[CH2:5][CH2:4][N:3]1[CH2:24][CH2:25][CH2:26][CH2:27][CH2:28][CH2:29][C:30]([O:32]CC)=[O:31].[Li+].[OH-].O. Product: [CH3:1][CH:2]1[C:7]2=[N:8][C:9]([C:18]3[CH:19]=[CH:20][CH:21]=[CH:22][CH:23]=3)=[C:10]([C:12]3[CH:17]=[CH:16][CH:15]=[CH:14][CH:13]=3)[N:11]=[C:6]2[CH2:5][CH2:4][N:3]1[CH2:24][CH2:25][CH2:26][CH2:27][CH2:28][CH2:29][C:30]([OH:32])=[O:31]. The catalyst class is: 1.